Dataset: Reaction yield outcomes from USPTO patents with 853,638 reactions. Task: Predict the reaction yield, written as a fraction of the theoretical maximum amount of product (1.0 means a 100% yield; for example, 0.34 means a 34% yield). (1) The reactants are [CH3:1][O:2][C:3]1[CH:4]=[C:5]([CH:9]=[CH:10][CH:11]=1)[C:6]([OH:8])=[O:7].OS(O)(=O)=O.[CH3:17]O. No catalyst specified. The product is [CH3:1][O:2][C:3]1[CH:4]=[C:5]([CH:9]=[CH:10][CH:11]=1)[C:6]([O:8][CH3:17])=[O:7]. The yield is 0.960. (2) The product is [C:3]([CH:4]=[CH:5][NH:16][CH:17]([C:18]([O:20][CH2:21][CH3:22])=[O:19])[C:23]([O:25][CH2:26][CH3:27])=[O:24])#[N:2]. The reactants are O1[CH:5]=[CH:4][CH:3]=[N:2]1.C(O)(=O)C.C([O-])(=O)C.[Na+].Cl.[NH2:16][CH:17]([C:23]([O:25][CH2:26][CH3:27])=[O:24])[C:18]([O:20][CH2:21][CH3:22])=[O:19]. The yield is 0.370. The catalyst is C(O)C.C([O-])C.[Na+]. (3) The reactants are C([N:8]1[CH2:13][CH2:12][CH:11]([OH:14])[CH2:10][CH2:9]1)(OC(C)(C)C)=O.CC(C)([O-])C.[Na+].[CH2:21]([C:25]1[CH:26]=[C:27]2[C:32](=[C:33](F)[CH:34]=1)[N:31]=[CH:30][CH:29]=[CH:28]2)[CH2:22][CH2:23][CH3:24].[Na].C(N1CCC(O)CC1)(OC(C)(C)C)=O.[Cl-].[NH4+].Cl.C(O)(C)C. The catalyst is CN1CCCC1=O.CN(C=O)C.O.C(O)(=O)C.C(OCC)(=O)C. The product is [CH2:21]([C:25]1[CH:26]=[C:27]2[C:32](=[C:33]([O:14][CH:11]3[CH2:10][CH2:9][NH:8][CH2:13][CH2:12]3)[CH:34]=1)[N:31]=[CH:30][CH:29]=[CH:28]2)[CH2:22][CH2:23][CH3:24]. The yield is 0.342. (4) The reactants are [CH3:1][O:2][C:3]1[CH:12]=[CH:11][C:6]2[O:7][CH2:8][CH2:9][O:10][C:5]=2[CH:4]=1.CN([CH:16]=[O:17])C.P(Cl)(Cl)Cl.[OH-].[Na+]. No catalyst specified. The product is [CH3:1][O:2][C:3]1[C:12]([CH:16]=[O:17])=[CH:11][C:6]2[O:7][CH2:8][CH2:9][O:10][C:5]=2[CH:4]=1. The yield is 0.920.